Predict the reaction yield, written as a fraction of the theoretical maximum amount of product (1.0 means a 100% yield; for example, 0.34 means a 34% yield). From a dataset of Reaction yield outcomes from USPTO patents with 853,638 reactions. (1) The reactants are [CH2:1]([NH:3][C:4]1[C:5]([C:10]([O:12][CH2:13][CH3:14])=[O:11])=[N:6][CH:7]=[CH:8][CH:9]=1)[CH3:2].[Br:15]N1C(=O)CCC1=O. The catalyst is C(#N)C. The product is [Br:15][C:7]1[N:6]=[C:5]([C:10]([O:12][CH2:13][CH3:14])=[O:11])[C:4]([NH:3][CH2:1][CH3:2])=[CH:9][CH:8]=1. The yield is 0.420. (2) The reactants are CO/[CH:3]=[C:4]1/[C:5](=[O:15])[NH:6][C:7](=[O:14])[C:8]2[C:13]/1=[CH:12][CH:11]=[CH:10][CH:9]=2.[N:16]1([CH2:22][C:23]2[CH:28]=[CH:27][C:26]([NH2:29])=[CH:25][CH:24]=2)[CH2:21][CH2:20][O:19][CH2:18][CH2:17]1. No catalyst specified. The product is [N:16]1([CH2:22][C:23]2[CH:28]=[CH:27][C:26]([NH:29]/[CH:3]=[C:4]3\[C:5](=[O:15])[NH:6][C:7](=[O:14])[C:8]4[C:13]\3=[CH:12][CH:11]=[CH:10][CH:9]=4)=[CH:25][CH:24]=2)[CH2:21][CH2:20][O:19][CH2:18][CH2:17]1. The yield is 0.150. (3) The reactants are [C:1]1([N:7]2[C:11](=[O:12])[CH:10]=[CH:9][C:8]2=[O:13])[CH:6]=[CH:5][CH:4]=[CH:3][CH:2]=1.[Br:14]Br.C(N(CC)CC)C. The catalyst is C(Cl)(Cl)Cl.O1CCCC1. The product is [C:1]1([N:7]2[C:11](=[O:12])[CH:10]=[C:9]([Br:14])[C:8]2=[O:13])[CH:2]=[CH:3][CH:4]=[CH:5][CH:6]=1. The yield is 0.620. (4) The reactants are [NH2:1][C:2]1[CH:9]=[CH:8][C:5]([C:6]#[N:7])=[C:4]([CH3:10])[N:3]=1.[C:11](N1C=CC=CC1=O)(N1C=CC=CC1=O)=[S:12]. The catalyst is ClCCl. The product is [N:1]([C:2]1[CH:9]=[CH:8][C:5]([C:6]#[N:7])=[C:4]([CH3:10])[N:3]=1)=[C:11]=[S:12]. The yield is 0.960. (5) The reactants are C(O[CH:4](OCC)[CH2:5][O:6][C:7]1[CH:12]=[CH:11][C:10]([C:13]2([C:16]([OH:18])=[O:17])[CH2:15][CH2:14]2)=[CH:9][CH:8]=1)C. The catalyst is C1(C)C(C)=CC=CC=1. The product is [O:6]1[C:7]2[CH:12]=[CH:11][C:10]([C:13]3([C:16]([OH:18])=[O:17])[CH2:15][CH2:14]3)=[CH:9][C:8]=2[CH:4]=[CH:5]1. The yield is 0.0500. (6) The reactants are [Br-:1].[C:2]([CH2:5][CH2:6][CH2:7][P+:8]([C:21]1[CH:26]=[CH:25][CH:24]=[CH:23][CH:22]=1)([C:15]1[CH:20]=[CH:19][CH:18]=[CH:17][CH:16]=1)[C:9]1[CH:14]=[CH:13][CH:12]=[CH:11][CH:10]=1)(O)=[O:3].C1N=CN(C(N2C=NC=C2)=O)C=1.[NH2:39][CH2:40][CH2:41][NH:42][C:43]([O:45][C:46]([CH3:49])([CH3:48])[CH3:47])=[O:44]. The catalyst is CN(C=O)C. The product is [Br-:1].[CH3:47][C:46]([CH3:49])([CH3:48])[O:45][C:43](=[O:44])[NH:42][CH2:41][CH2:40][NH:39][C:2](=[O:3])[CH2:5][CH2:6][CH2:7][P+:8]([C:21]1[CH:26]=[CH:25][CH:24]=[CH:23][CH:22]=1)([C:9]1[CH:10]=[CH:11][CH:12]=[CH:13][CH:14]=1)[C:15]1[CH:20]=[CH:19][CH:18]=[CH:17][CH:16]=1. The yield is 0.840.